From a dataset of Catalyst prediction with 721,799 reactions and 888 catalyst types from USPTO. Predict which catalyst facilitates the given reaction. (1) Reactant: [F:1][C:2]1[CH:3]=[C:4]([C:17]([CH3:24])([CH3:23])[C:18]([O:20][CH2:21][CH3:22])=[O:19])[CH:5]=[C:6]([O:9]CC2C=CC=CC=2)[C:7]=1[F:8]. Product: [F:1][C:2]1[CH:3]=[C:4]([C:17]([CH3:23])([CH3:24])[C:18]([O:20][CH2:21][CH3:22])=[O:19])[CH:5]=[C:6]([OH:9])[C:7]=1[F:8]. The catalyst class is: 14. (2) Product: [Cl:1][C:2]1[CH:7]=[CH:6][C:5]([C:8]2[S:12][C:11]([CH2:13][CH3:14])=[C:10]([CH:15]3[C:23](=[O:24])[CH:22]4[CH:17]([CH:18]5[O:25][CH:21]4[CH2:20][CH2:19]5)[C:16]3=[O:26])[CH:9]=2)=[CH:4][CH:3]=1. The catalyst class is: 5. Reactant: [Cl:1][C:2]1[CH:7]=[CH:6][C:5]([C:8]2[S:12][C:11]([CH2:13][CH3:14])=[C:10]([CH:15]3[C:23](=[O:24])[CH:22]4[CH:17]([CH:18]5[O:25][CH:21]4[CH:20]=[CH:19]5)[C:16]3=[O:26])[CH:9]=2)=[CH:4][CH:3]=1. (3) Reactant: [N:1]1[CH:6]=[CH:5][CH:4]=[CH:3][C:2]=1[C:7](=[N:19][NH2:20])[CH2:8][C:9]1[C:18]2[C:13](=[CH:14][CH:15]=[CH:16][CH:17]=2)[N:12]=[CH:11][CH:10]=1.N1C=CC=CC=1.[Cl:27][CH2:28][CH2:29][CH2:30][CH2:31][CH2:32][C:33](Cl)=[O:34].[Cl-].[NH4+]. Product: [N:1]1[CH:6]=[CH:5][CH:4]=[CH:3][C:2]=1[C:7](=[N:19][NH:20][C:33](=[O:34])[CH2:32][CH2:31][CH2:30][CH2:29][CH2:28][Cl:27])[CH2:8][C:9]1[C:18]2[C:13](=[CH:14][CH:15]=[CH:16][CH:17]=2)[N:12]=[CH:11][CH:10]=1. The catalyst class is: 98. (4) Reactant: [CH2:1]([N:8]1[C:16]2[CH:15]=[CH:14][CH:13]=[C:12]([NH2:17])[C:11]=2[CH:10]=[CH:9]1)[C:2]1[CH:7]=[CH:6][CH:5]=[CH:4][CH:3]=1.Cl[C:19]1[N:28]=[CH:27][C:26]([CH:29]2[CH2:31][CH2:30]2)=[CH:25][C:20]=1[C:21]([O:23][CH3:24])=[O:22].C(=O)([O-])[O-].[Cs+].[Cs+]. Product: [CH2:1]([N:8]1[C:16]2[C:11](=[C:12]([NH:17][C:19]3[N:28]=[CH:27][C:26]([CH:29]4[CH2:31][CH2:30]4)=[CH:25][C:20]=3[C:21]([O:23][CH3:24])=[O:22])[CH:13]=[CH:14][CH:15]=2)[CH:10]=[CH:9]1)[C:2]1[CH:3]=[CH:4][CH:5]=[CH:6][CH:7]=1. The catalyst class is: 187. (5) Reactant: [C:1]([C:5]1[N:10]=[C:9]2[N:11]([CH2:14][C:15]3[C:19]([CH3:20])=[N:18][O:17][N:16]=3)[N:12]=[CH:13][C:8]2=[C:7]([N:21]2[CH2:25][CH2:24][C@H:23]([O:26][Si](C(C)(C)C)(C)C)[CH2:22]2)[N:6]=1)([CH3:4])([CH3:3])[CH3:2].CCCC[N+](CCCC)(CCCC)CCCC.[F-]. Product: [C:1]([C:5]1[N:10]=[C:9]2[N:11]([CH2:14][C:15]3[C:19]([CH3:20])=[N:18][O:17][N:16]=3)[N:12]=[CH:13][C:8]2=[C:7]([N:21]2[CH2:25][CH2:24][C@H:23]([OH:26])[CH2:22]2)[N:6]=1)([CH3:4])([CH3:2])[CH3:3]. The catalyst class is: 1. (6) Reactant: [CH2:1]([C:3]1[O:7][C:6]([C:8]2[CH:9]=[C:10]([C:16]#[N:17])[C:11](=O)[NH:12][C:13]=2[CH3:14])=[N:5][CH:4]=1)[CH3:2].C(Cl)(=O)C([Cl:21])=O.CN(C=O)C. Product: [Cl:21][C:11]1[N:12]=[C:13]([CH3:14])[C:8]([C:6]2[O:7][C:3]([CH2:1][CH3:2])=[CH:4][N:5]=2)=[CH:9][C:10]=1[C:16]#[N:17]. The catalyst class is: 2. (7) Reactant: [F:1][C:2]1[C:3]([C:9]([NH:11][C:12](=[O:14])[CH3:13])=[CH2:10])=[N:4][CH:5]=[C:6]([F:8])[CH:7]=1. Product: [F:1][C:2]1[C:3]([CH:9]([NH:11][C:12](=[O:14])[CH3:13])[CH3:10])=[N:4][CH:5]=[C:6]([F:8])[CH:7]=1. The catalyst class is: 19. (8) Reactant: [CH3:1][CH:2]([NH:11][C:12]1[S:13][CH:14]=[C:15]([C:17]2[CH:22]=[CH:21][CH:20]=[CH:19][CH:18]=2)[N:16]=1)[C:3]1[CH:10]=[CH:9][C:6]([CH2:7][OH:8])=[CH:5][CH:4]=1.O[C:24]1[CH:29]=[CH:28][C:27]([CH2:30][C:31]([O:33][CH3:34])=[O:32])=[CH:26][CH:25]=1.C(P(CCCC)CCCC)CCC.N(C(N1CCCCC1)=O)=NC(N1CCCCC1)=O. Product: [CH3:1][CH:2]([NH:11][C:12]1[S:13][CH:14]=[C:15]([C:17]2[CH:22]=[CH:21][CH:20]=[CH:19][CH:18]=2)[N:16]=1)[C:3]1[CH:4]=[CH:5][C:6]([CH2:7][O:8][C:24]2[CH:29]=[CH:28][C:27]([CH2:30][C:31]([O:33][CH3:34])=[O:32])=[CH:26][CH:25]=2)=[CH:9][CH:10]=1. The catalyst class is: 7. (9) Reactant: [CH3:1][O:2][CH2:3][C@@H:4]1[C@@H:10]([C:11]2[CH:16]=[CH:15][C:14]([Cl:17])=[C:13]([Cl:18])[CH:12]=2)[CH2:9][C@H:8]2[NH:19][C@@H:5]1[CH2:6][CH2:7]2.[C:20]([OH:29])(=[O:28])[C@@H:21]([C@H:23]([C:25]([OH:27])=[O:26])[OH:24])[OH:22].C. Product: [CH3:1][O:2][CH2:3][C@@H:4]1[C@@H:10]([C:11]2[CH:16]=[CH:15][C:14]([Cl:17])=[C:13]([Cl:18])[CH:12]=2)[CH2:9][C@H:8]2[NH:19][C@@H:5]1[CH2:6][CH2:7]2.[OH2:22].[C:25]([C@@H:23]([C@H:21]([C:20]([OH:29])=[O:28])[OH:22])[OH:24])([OH:27])=[O:26].[CH3:1][O:2][CH2:3][C@@H:4]1[C@@H:10]([C:11]2[CH:16]=[CH:15][C:14]([Cl:17])=[C:13]([Cl:18])[CH:12]=2)[CH2:9][C@H:8]2[NH:19][C@@H:5]1[CH2:6][CH2:7]2. The catalyst class is: 8.